This data is from Catalyst prediction with 721,799 reactions and 888 catalyst types from USPTO. The task is: Predict which catalyst facilitates the given reaction. (1) Reactant: [Br:1][C:2]1[C:6]2[CH:7]=[C:8]([O:11][CH3:12])[CH:9]=[CH:10][C:5]=2[O:4][C:3]=1[C:13](N(OC)C)=[O:14].[H-].[Al+3].[Li+].[H-].[H-].[H-].Cl. Product: [Br:1][C:2]1[C:6]2[CH:7]=[C:8]([O:11][CH3:12])[CH:9]=[CH:10][C:5]=2[O:4][C:3]=1[CH:13]=[O:14]. The catalyst class is: 7. (2) The catalyst class is: 8. Product: [Br:1][C:2]1[CH:3]=[N:4][C:5]([NH:12][CH:9]2[CH2:11][CH2:10]2)=[N:6][CH:7]=1. Reactant: [Br:1][C:2]1[CH:3]=[N:4][C:5](Cl)=[N:6][CH:7]=1.[CH:9]1([NH2:12])[CH2:11][CH2:10]1. (3) The catalyst class is: 2. Reactant: [C:1]([C:3]1[CH:12]=[CH:11][CH:10]=[C:9]2[C:4]=1[CH:5]=[C:6]([C:23]1[CH:28]=[CH:27][CH:26]=[CH:25][N:24]=1)[C:7]([CH:13]([NH:15]C(=O)OC(C)(C)C)[CH3:14])=[N:8]2)#[N:2].FC(F)(F)C(O)=O. Product: [NH2:15][CH:13]([C:7]1[C:6]([C:23]2[CH:28]=[CH:27][CH:26]=[CH:25][N:24]=2)=[CH:5][C:4]2[C:3]([C:1]#[N:2])=[CH:12][CH:11]=[CH:10][C:9]=2[N:8]=1)[CH3:14].